Task: Predict the reactants needed to synthesize the given product.. Dataset: Full USPTO retrosynthesis dataset with 1.9M reactions from patents (1976-2016) (1) Given the product [C:26]([O:25][CH:19]([C:4]1[C:3]([CH3:30])=[C:2]([CH:31]=[O:32])[C:11]2[C:6](=[CH:7][CH:8]=[CH:9][CH:10]=2)[C:5]=1[C:12]1[CH:17]=[CH:16][C:15]([Cl:18])=[CH:14][CH:13]=1)[C:20]([O:22][CH2:23][CH3:24])=[O:21])([CH3:29])([CH3:28])[CH3:27], predict the reactants needed to synthesize it. The reactants are: Br[C:2]1[C:11]2[C:6](=[CH:7][CH:8]=[CH:9][CH:10]=2)[C:5]([C:12]2[CH:17]=[CH:16][C:15]([Cl:18])=[CH:14][CH:13]=2)=[C:4]([CH:19]([O:25][C:26]([CH3:29])([CH3:28])[CH3:27])[C:20]([O:22][CH2:23][CH3:24])=[O:21])[C:3]=1[CH3:30].[C:31]([O-])([O-])=[O:32].[K+].[K+].C([B-](F)(F)F)=C.[K+].C1(C)C=CC=CC=1. (2) Given the product [CH2:20]([N:1]1[C:9]2[C:4](=[CH:5][CH:6]=[C:7]([C:10]([O:12][CH3:13])=[O:11])[CH:8]=2)[CH:3]=[CH:2]1)[C:21]1[CH:26]=[CH:25][CH:24]=[CH:23][CH:22]=1, predict the reactants needed to synthesize it. The reactants are: [NH:1]1[C:9]2[C:4](=[CH:5][CH:6]=[C:7]([C:10]([O:12][CH3:13])=[O:11])[CH:8]=2)[CH:3]=[CH:2]1.C(=O)([O-])[O-].[K+].[K+].[CH2:20](Cl)[C:21]1[CH:26]=[CH:25][CH:24]=[CH:23][CH:22]=1. (3) Given the product [NH2:7][C@H:8]([C:10]1[N:20]([C:21]2[CH:26]=[CH:25][CH:24]=[CH:23][CH:22]=2)[C:19](=[O:27])[C:13]2[C:12]([CH:11]=1)=[CH:17][CH:16]=[CH:15][C:14]=2[CH3:18])[CH3:9], predict the reactants needed to synthesize it. The reactants are: C(OC(=O)[NH:7][CH:8]([C:10](=O)[CH2:11][C:12]1[CH:17]=[CH:16][CH:15]=[C:14]([CH3:18])[C:13]=1[C:19](=[O:27])[NH:20][C:21]1[CH:26]=[CH:25][CH:24]=[CH:23][CH:22]=1)[CH3:9])(C)(C)C. (4) Given the product [S:21]([O:1][CH:2]([C:4]1([C:10]([O:12][CH2:13][CH3:14])=[O:11])[CH2:9][O:8][CH2:7][O:6][CH2:5]1)[CH3:3])([C:18]1[CH:19]=[CH:20][C:15]([CH3:25])=[CH:16][CH:17]=1)(=[O:23])=[O:22], predict the reactants needed to synthesize it. The reactants are: [OH:1][CH:2]([C:4]1([C:10]([O:12][CH2:13][CH3:14])=[O:11])[CH2:9][O:8][CH2:7][O:6][CH2:5]1)[CH3:3].[C:15]1([CH3:25])[CH:20]=[CH:19][C:18]([S:21](Cl)(=[O:23])=[O:22])=[CH:17][CH:16]=1.O. (5) Given the product [F:12][CH:11]([F:13])[C:10]1[CH:9]=[C:8]2[C:4]([CH2:5][CH2:6][N:7]2[C:14]([O:16][C:17]([CH3:20])([CH3:19])[CH3:18])=[O:15])=[CH:3][C:2]=1[C:25]1[CH:24]=[N:23][N:22]([CH3:21])[CH:26]=1, predict the reactants needed to synthesize it. The reactants are: Br[C:2]1[CH:3]=[C:4]2[C:8](=[CH:9][C:10]=1[CH:11]([F:13])[F:12])[N:7]([C:14]([O:16][C:17]([CH3:20])([CH3:19])[CH3:18])=[O:15])[CH2:6][CH2:5]2.[CH3:21][N:22]1[CH:26]=[C:25](B2OC(C)(C)C(C)(C)O2)[CH:24]=[N:23]1.C([O-])([O-])=O.[K+].[K+]. (6) Given the product [CH2:1]([NH:3][C:4]([NH:5][C:6]1[N:11]=[CH:10][C:9]([C:30]2[CH:35]=[N:34][CH:33]=[C:32]([C:36]3[O:37][C:38]([CH3:41])=[N:39][N:40]=3)[CH:31]=2)=[C:8]([C:15]2[S:16][CH:17]=[C:18]([C:20]3[CH:25]=[CH:24][CH:23]=[C:22]([O:26][CH3:27])[N:21]=3)[N:19]=2)[CH:7]=1)=[O:28])[CH3:2], predict the reactants needed to synthesize it. The reactants are: [CH2:1]([NH:3][C:4](=[O:28])[NH:5][C:6]1[N:11]=[CH:10][C:9](B(O)O)=[C:8]([C:15]2[S:16][CH:17]=[C:18]([C:20]3[CH:25]=[CH:24][CH:23]=[C:22]([O:26][CH3:27])[N:21]=3)[N:19]=2)[CH:7]=1)[CH3:2].Br[C:30]1[CH:31]=[C:32]([C:36]2[O:37][C:38]([CH3:41])=[N:39][N:40]=2)[CH:33]=[N:34][CH:35]=1.C1(P(C2CCCCC2)C2C=CC=CC=2C2C(C(C)C)=CC(C(C)C)=CC=2C(C)C)CCCCC1.C([O-])([O-])=O.[Cs+].[Cs+]. (7) Given the product [C:1]([NH:22][CH2:23][CH2:24][NH:25][C:26](=[O:48])[CH2:27][CH2:28]/[CH:29]=[CH:30]\[CH2:31]/[CH:32]=[CH:33]\[CH2:34]/[CH:35]=[CH:36]\[CH2:37]/[CH:38]=[CH:39]\[CH2:40]/[CH:41]=[CH:42]\[CH2:43]/[CH:44]=[CH:45]\[CH2:46][CH3:47])(=[O:21])[CH2:2][CH2:3]/[CH:4]=[CH:5]\[CH2:6]/[CH:7]=[CH:8]\[CH2:9]/[CH:10]=[CH:11]\[CH2:12]/[CH:13]=[CH:14]\[CH2:15]/[CH:16]=[CH:17]\[CH2:18]/[CH:19]=[CH:20]\[CH2:49][CH3:50], predict the reactants needed to synthesize it. The reactants are: [C:1]([NH:22][CH2:23][CH2:24][NH:25][C:26](=[O:48])[CH2:27][CH2:28]/[CH:29]=[CH:30]\[CH2:31]/[CH:32]=[CH:33]\[CH2:34]/[CH:35]=[CH:36]\[CH2:37]/[CH:38]=[CH:39]\[CH2:40]/[CH:41]=[CH:42]\[CH2:43]/[CH:44]=[CH:45]\[CH2:46][CH3:47])(=[O:21])[CH2:2][CH2:3][CH2:4]/[CH:5]=[CH:6]\[CH2:7]/[CH:8]=[CH:9]\[CH2:10]/[CH:11]=[CH:12]\[CH2:13]/[CH:14]=[CH:15]\[CH2:16]/[CH:17]=[CH:18]\[CH2:19][CH3:20].[C:49](O)(=O)[CH2:50]CC/C=C\C/C=C\C/C=C\C/C=C\C/C=C\CC. (8) Given the product [C:24]([OH:31])(=[O:30])/[CH:25]=[CH:26]/[C:27]([OH:29])=[O:28].[Cl:1][C:2]1[CH:21]=[CH:20][C:5]([O:6][C@@H:7]([C:14]2[CH:19]=[CH:18][CH:17]=[CH:16][CH:15]=2)[C@H:8]2[O:13][CH2:12][CH2:11][NH:10][CH2:9]2)=[C:4]([O:22][CH3:23])[CH:3]=1, predict the reactants needed to synthesize it. The reactants are: [Cl:1][C:2]1[CH:21]=[CH:20][C:5]([O:6][CH:7]([C:14]2[CH:19]=[CH:18][CH:17]=[CH:16][CH:15]=2)[CH:8]2[O:13][CH2:12][CH2:11][NH:10][CH2:9]2)=[C:4]([O:22][CH3:23])[CH:3]=1.[C:24]([OH:31])(=[O:30])/[CH:25]=[CH:26]/[C:27]([OH:29])=[O:28]. (9) Given the product [F:1][C:2]1[C:3]([NH:8][C:9]2[CH:14]=[CH:13][C:12]([OH:15])=[CH:11][CH:10]=2)=[N:4][CH:5]=[CH:6][CH:7]=1, predict the reactants needed to synthesize it. The reactants are: [F:1][C:2]1[C:3]([NH:8][C:9]2[CH:14]=[CH:13][C:12]([O:15]C)=[CH:11][CH:10]=2)=[N:4][CH:5]=[CH:6][CH:7]=1.B(Br)(Br)Br.C(=O)(O)[O-].[Na+]. (10) Given the product [CH2:15]([O:14][C:13]1[CH:12]=[C:11]2[C:6]([C:7](=[O:17])[NH:8][CH:9]=[N:10]2)=[CH:5][C:4]=1[OH:3])[CH3:16], predict the reactants needed to synthesize it. The reactants are: C([O:3][C:4]1[CH:5]=[C:6]2[C:11](=[CH:12][C:13]=1[O:14][CH2:15][CH3:16])[N:10]=[CH:9][NH:8][C:7]2=[O:17])C.CS(O)(=O)=O.N[C@H](C(O)=O)CCSC.[OH-].[Na+].